From a dataset of Full USPTO retrosynthesis dataset with 1.9M reactions from patents (1976-2016). Predict the reactants needed to synthesize the given product. (1) Given the product [CH3:12][C:5]1([C:3]([O:2][CH3:1])=[O:4])[CH2:10][CH2:9][C:8]([O:11][S:30]([C:33]([F:36])([F:35])[F:34])(=[O:32])=[O:31])=[CH:7][CH2:6]1, predict the reactants needed to synthesize it. The reactants are: [CH3:1][O:2][C:3]([C:5]1([CH3:12])[CH2:10][CH2:9][C:8](=[O:11])[CH2:7][CH2:6]1)=[O:4].C[Si]([N-][Si](C)(C)C)(C)C.[Li+].C1C=CC(N([S:30]([C:33]([F:36])([F:35])[F:34])(=[O:32])=[O:31])[S:30]([C:33]([F:36])([F:35])[F:34])(=[O:32])=[O:31])=CC=1. (2) Given the product [CH:1]1([CH2:4][N:5]2[CH2:30][CH2:29][C@:12]34[C:13]5[C:14]6[O:28][C@H:11]3[C:10](=[O:31])[CH2:9][CH2:8][C@@:7]4([O:35][CH2:36][CH:37]3[CH2:39][CH2:38]3)[C@H:6]2[CH2:19][C:18]=5[CH:17]=[CH:16][C:15]=6[OH:20])[CH2:3][CH2:2]1, predict the reactants needed to synthesize it. The reactants are: [CH:1]1([CH2:4][N:5]2[CH2:30][CH2:29][C@:12]34[C:13]5[C:14]6[O:28][C@H:11]3[C:10](OC)([O:31]C)[CH2:9][CH2:8][C@@:7]4([O:35][CH2:36][CH:37]3[CH2:39][CH2:38]3)[C@H:6]2[CH2:19][C:18]=5[CH:17]=[CH:16][C:15]=6[O:20]CC2C=CC=CC=2)[CH2:3][CH2:2]1.C([O-])(O)=O.[Na+]. (3) Given the product [ClH:38].[C:1]([C:3]1[CH:4]=[C:5]2[C:9](=[CH:10][CH:11]=1)[NH:8][CH:7]=[C:6]2[CH2:12][CH2:13][CH2:14][CH2:15][N:16]1[CH2:17][CH2:18][N:19]([C:22]2[CH:23]=[CH:24][C:25]3[O:29][C:28]([C:30](=[O:32])[NH2:31])=[CH:27][C:26]=3[CH:33]=2)[CH2:20][CH2:21]1)#[N:2].[CH2:35]([OH:37])[C:34]1[CH:5]=[CH:4][CH:3]=[CH:11][CH:10]=1, predict the reactants needed to synthesize it. The reactants are: [C:1]([C:3]1[CH:4]=[C:5]2[C:9](=[CH:10][CH:11]=1)[NH:8][CH:7]=[C:6]2[CH2:12][CH2:13][CH2:14][CH2:15][N:16]1[CH2:21][CH2:20][N:19]([C:22]2[CH:23]=[CH:24][C:25]3[O:29][C:28]([C:30](=[O:32])[NH2:31])=[CH:27][C:26]=3[CH:33]=2)[CH2:18][CH2:17]1)#[N:2].[CH3:34][C:35]([OH:37])=O.[ClH:38].C(O)(C)C. (4) Given the product [Cl:1][C:2]1[CH:3]=[CH:4][C:5]([O:6][C:7]2[CH:8]=[CH:9][C:10]([OH:11])=[C:15]([CH2:25][CH:20]=[CH2:21])[CH:16]=2)=[CH:17][CH:18]=1, predict the reactants needed to synthesize it. The reactants are: [Cl:1][C:2]1[CH:18]=[CH:17][C:5]([O:6][C:7]2[CH:16]=[CH:15][C:10]([O:11]CC=C)=[CH:9][CH:8]=2)=[CH:4][CH:3]=1.Cl[C:20]1[CH:25]=C(Cl)C=C(Cl)[CH:21]=1. (5) Given the product [CH3:40][C:37]1([O:36][C:35]([N:22]2[CH2:23][CH2:24][CH:19]([N:4]([CH:1]3[CH2:3][CH2:2]3)[C:5]([C:7]3[CH:12]=[N:11][C:10]([N:13]4[CH:17]=[CH:16][N:15]=[C:14]4[CH3:18])=[N:9][CH:8]=3)=[O:6])[CH2:20][CH2:21]2)=[O:34])[CH2:39][CH2:38]1, predict the reactants needed to synthesize it. The reactants are: [CH:1]1([N:4]([CH:19]2[CH2:24][CH2:23][NH:22][CH2:21][CH2:20]2)[C:5]([C:7]2[CH:8]=[N:9][C:10]([N:13]3[CH:17]=[CH:16][N:15]=[C:14]3[CH3:18])=[N:11][CH:12]=2)=[O:6])[CH2:3][CH2:2]1.[N+](C1C=CC([O:34][C:35](=O)[O:36][C:37]2([CH3:40])[CH2:39][CH2:38]2)=CC=1)([O-])=O.C(N(C(C)C)C(C)C)C.CN(C)C=O. (6) Given the product [CH2:1]([N:8]1[CH2:13][CH2:12][N:11]([C:14](=[O:22])[CH2:15][C:16](=[N:29][NH:28][C:26](=[O:27])[C:25]2[CH:30]=[CH:31][CH:32]=[CH:33][C:24]=2[OH:23])[C:17]([F:20])([F:19])[F:18])[CH2:10][CH2:9]1)[C:2]1[CH:7]=[CH:6][CH:5]=[CH:4][CH:3]=1, predict the reactants needed to synthesize it. The reactants are: [CH2:1]([N:8]1[CH2:13][CH2:12][N:11]([C:14](=[O:22])[CH2:15][C:16](=O)[C:17]([F:20])([F:19])[F:18])[CH2:10][CH2:9]1)[C:2]1[CH:7]=[CH:6][CH:5]=[CH:4][CH:3]=1.[OH:23][C:24]1[CH:33]=[CH:32][CH:31]=[CH:30][C:25]=1[C:26]([NH:28][NH2:29])=[O:27].CC(O)=O. (7) Given the product [Cl:1][C:2]1[N:3]=[C:4]([Cl:11])[C:5]2[CH:10]=[CH:9][N:8]([S:19]([C:16]3[CH:17]=[CH:18][C:13]([CH3:12])=[CH:14][CH:15]=3)(=[O:21])=[O:20])[C:6]=2[N:7]=1, predict the reactants needed to synthesize it. The reactants are: [Cl:1][C:2]1[N:3]=[C:4]([Cl:11])[C:5]2[CH:10]=[CH:9][NH:8][C:6]=2[N:7]=1.[CH3:12][C:13]1[CH:18]=[CH:17][C:16]([S:19](Cl)(=[O:21])=[O:20])=[CH:15][CH:14]=1.[OH-].[Na+]. (8) Given the product [F:23][C:24]([F:29])([F:28])[C:25]([OH:27])=[O:26].[NH2:10][CH2:9][C:8]1[CH:18]=[CH:19][C:20]([F:22])=[CH:21][C:7]=1[P:3](=[O:4])([O:5][CH3:6])[O:2][CH3:1], predict the reactants needed to synthesize it. The reactants are: [CH3:1][O:2][P:3]([C:7]1[CH:21]=[C:20]([F:22])[CH:19]=[CH:18][C:8]=1[CH2:9][NH:10]C(=O)OC(C)(C)C)([O:5][CH3:6])=[O:4].[F:23][C:24]([F:29])([F:28])[C:25]([OH:27])=[O:26]. (9) Given the product [CH3:1][O:2][C:3]1[CH:4]=[C:5]([CH2:9][CH2:10][OH:11])[CH:6]=[CH:7][CH:8]=1, predict the reactants needed to synthesize it. The reactants are: [CH3:1][O:2][C:3]1[CH:4]=[C:5]([CH2:9][C:10](OC)=[O:11])[CH:6]=[CH:7][CH:8]=1.[H-].[H-].[H-].[H-].[Li+].[Al+3].